From a dataset of Experimentally validated miRNA-target interactions with 360,000+ pairs, plus equal number of negative samples. Binary Classification. Given a miRNA mature sequence and a target amino acid sequence, predict their likelihood of interaction. (1) The miRNA is hsa-miR-34a-5p with sequence UGGCAGUGUCUUAGCUGGUUGU. The protein sequence of the target gene is MTELETAMGMIIDVFSRYSGSEGSTQTLTKGELKVLMEKELPGFLQSGKDKDAVDKLLKDLDANGDAQVDFSEFIVFVAAITSACHKYFEKAGLK. Result: 1 (interaction). (2) Result: 0 (no interaction). The miRNA is mmu-miR-3471 with sequence UGAGAUCCAACUGUAAGGCAUU. The protein sequence of the target gene is MNFRQLLLHLPRYLGASGSPRRLWWSPSLDTISSVGSWRGRSSKSPAHWNQVVSEAEKIVGYPTSFMSLRCLLSDELSNIAMQVRKLVGTQHPLLTTARGLVHDSWNSLQLRGLVVLLISKAAGPSSVNTSCQNYDMVSGIYSCQRSLAEITELIHIALLVHRGIVNLNELQSSDGPLKDMQFGNKIAILSGDFLLANACNGLALLQNTKVVELLASALMDLVQGVYHENSTSKESYITDDIGISTWKEQTFLSHGALLAKSCQAAMELAKHDAEVQNMAFQYGKHMAMSHKINSDVQPF.... (3) The miRNA is mmu-miR-216a-5p with sequence UAAUCUCAGCUGGCAACUGUGA. The protein sequence of the target gene is MASSEAEWVTIANNLLFKCHIHLRIHELQDCDANVFIALYQSILGEKVPDLIVLPRNQEDEAHNVQAVIDSLALDYLQVSLSHITGENIVKGDNESIRNLLEIFDGLLDYLTEHISESSPNKSETEQYSKDSHGEEAGEDLERTEEAKWRNASFMRCSFSSDTLGPTWDEDEAESTGEIIRLGDTAHTFSQRSNGAQNSKDLRSRKASASPGVEPPEEMLNPGPLGFLSQNGPPCEAASETPPMSMVPSARKLGEPIRAAIPLHPPYHPSEPRAPCPIGKEYLWSSRYLSTPTSGEHMAP.... Result: 0 (no interaction).